Regression. Given a peptide amino acid sequence and an MHC pseudo amino acid sequence, predict their binding affinity value. This is MHC class II binding data. From a dataset of Peptide-MHC class II binding affinity with 134,281 pairs from IEDB. (1) The peptide sequence is MVGTILEMLGTRLDQ. The MHC is HLA-DPA10103-DPB10401 with pseudo-sequence HLA-DPA10103-DPB10401. The binding affinity (normalized) is 0.447. (2) The peptide sequence is DVNAGFKAAVAAAAN. The MHC is DRB1_0401 with pseudo-sequence DRB1_0401. The binding affinity (normalized) is 0.761. (3) The peptide sequence is YDKFLANFSTVLTGK. The MHC is DRB1_1101 with pseudo-sequence DRB1_1101. The binding affinity (normalized) is 0.501. (4) The MHC is HLA-DQA10501-DQB10201 with pseudo-sequence HLA-DQA10501-DQB10201. The peptide sequence is YVLARPKLRPITGDD. The binding affinity (normalized) is 0.0795. (5) The peptide sequence is GARRSGDVLWDIPTP. The MHC is DRB3_0301 with pseudo-sequence DRB3_0301. The binding affinity (normalized) is 0.390. (6) The peptide sequence is LVGPTPVNIIGRNILTQIGC. The MHC is DRB5_0101 with pseudo-sequence DRB5_0101. The binding affinity (normalized) is 0.176. (7) The peptide sequence is CADILAIASRVLVTM. The MHC is DRB5_0101 with pseudo-sequence DRB5_0101. The binding affinity (normalized) is 0.426.